Dataset: Catalyst prediction with 721,799 reactions and 888 catalyst types from USPTO. Task: Predict which catalyst facilitates the given reaction. Reactant: [F:1][C:2]1[CH:7]=[CH:6][CH:5]=[C:4]([F:8])[C:3]=1[C:9]1[O:10][C:11]([NH:16][C:17]2[CH:22]=[CH:21][CH:20]=[CH:19][C:18]=2[O:23][CH3:24])=[C:12]([C:14]#[N:15])[N:13]=1.[OH-:25].[K+]. The catalyst class is: 6. Product: [F:8][C:4]1[CH:5]=[CH:6][CH:7]=[C:2]([F:1])[C:3]=1[C:9]1[O:10][C:11]([NH:16][C:17]2[CH:22]=[CH:21][CH:20]=[CH:19][C:18]=2[O:23][CH3:24])=[C:12]([C:14]([NH2:15])=[O:25])[N:13]=1.